From a dataset of Forward reaction prediction with 1.9M reactions from USPTO patents (1976-2016). Predict the product of the given reaction. Given the reactants C(N(CC)CC)C.CN(C1C=CC=CN=1)C.[F:17][CH:18]([CH:24]([OH:27])[CH2:25][CH3:26])[C:19]([O:21][CH2:22][CH3:23])=[O:20].[C:28](Cl)(=[O:32])[C:29]([CH3:31])=[CH2:30].C(=O)(O)[O-].[Na+], predict the reaction product. The product is: [F:17][CH:18]([CH:24]([O:27][C:28](=[O:32])[C:29]([CH3:31])=[CH2:30])[CH2:25][CH3:26])[C:19]([O:21][CH2:22][CH3:23])=[O:20].